The task is: Predict the product of the given reaction.. This data is from Forward reaction prediction with 1.9M reactions from USPTO patents (1976-2016). (1) Given the reactants [N:1]1([C:10]([O:12][C:13]([CH3:16])([CH3:15])[CH3:14])=[O:11])[C:9]2[CH:8]=[CH:7][N:6]=[CH:5][C:4]=2[CH:3]=[CH:2]1.C(O)(=O)C, predict the reaction product. The product is: [N:1]1([C:10]([O:12][C:13]([CH3:16])([CH3:15])[CH3:14])=[O:11])[CH:9]2[CH:4]([CH2:5][NH:6][CH2:7][CH2:8]2)[CH2:3][CH2:2]1. (2) Given the reactants [CH3:1][Si]([N-][Si](C)(C)C)(C)C.[K+].[C:11]([O:15][C:16]([N:18]1[C@H:27]([CH:28]=O)[CH2:26][C:25]2[C:20](=[CH:21][CH:22]=[CH:23][CH:24]=2)[CH2:19]1)=[O:17])([CH3:14])([CH3:13])[CH3:12], predict the reaction product. The product is: [C:11]([O:15][C:16]([N:18]1[C@H:27]([CH:28]=[CH2:1])[CH2:26][C:25]2[C:20](=[CH:21][CH:22]=[CH:23][CH:24]=2)[CH2:19]1)=[O:17])([CH3:14])([CH3:13])[CH3:12].